From a dataset of Full USPTO retrosynthesis dataset with 1.9M reactions from patents (1976-2016). Predict the reactants needed to synthesize the given product. (1) Given the product [N:38]1([CH:44]2[CH2:49][CH2:48][N:47]([C:35]([N:15]3[C:16]([C:28]4[CH:33]=[CH:32][C:31]([Cl:34])=[CH:30][CH:29]=4)([CH3:27])[C:17]([C:20]4[CH:21]=[CH:22][C:23]([Cl:26])=[CH:24][CH:25]=4)([CH3:19])[N:18]=[C:14]3[C:8]3[C:9]([O:11][CH2:12][CH3:13])=[N:10][C:5]([C:1]([CH3:4])([CH3:3])[CH3:2])=[N:6][CH:7]=3)=[O:36])[CH2:46][CH2:45]2)[CH2:43][CH2:42][CH2:41][CH2:40][CH2:39]1, predict the reactants needed to synthesize it. The reactants are: [C:1]([C:5]1[N:10]=[C:9]([O:11][CH2:12][CH3:13])[C:8]([C:14]2[N:15]([C:35](Cl)=[O:36])[C:16]([C:28]3[CH:33]=[CH:32][C:31]([Cl:34])=[CH:30][CH:29]=3)([CH3:27])[C:17]([C:20]3[CH:25]=[CH:24][C:23]([Cl:26])=[CH:22][CH:21]=3)([CH3:19])[N:18]=2)=[CH:7][N:6]=1)([CH3:4])([CH3:3])[CH3:2].[N:38]1([CH:44]2[CH2:49][CH2:48][NH:47][CH2:46][CH2:45]2)[CH2:43][CH2:42][CH2:41][CH2:40][CH2:39]1. (2) Given the product [NH2:1][C:2]1[C:11]2=[CH:12][N:13]([CH:15]3[O:16][CH:17]4[CH:18]([O:22][Si:35]([C:36]([CH3:39])([CH3:38])[CH3:37])([C:32]([CH3:34])([CH3:33])[CH3:31])[O:24][CH2:23]4)[C:19]3([OH:21])[CH3:20])[N:14]=[C:9]3[C:10]2=[C:4]([C:5](=[O:25])[NH:6][N:7]=[CH:8]3)[CH:3]=1, predict the reactants needed to synthesize it. The reactants are: [NH2:1][C:2]1[C:11]2=[CH:12][N:13]([CH:15]3[C:19]([OH:21])([CH3:20])[CH:18]([OH:22])[CH:17]([CH2:23][OH:24])[O:16]3)[N:14]=[C:9]3[C:10]2=[C:4]([C:5](=[O:25])[NH:6][N:7]=[CH:8]3)[CH:3]=1.N1C=CN=C1.[CH3:31][C:32]([Si:35](OS(C(F)(F)F)(=O)=O)(OS(C(F)(F)F)(=O)=O)[C:36]([CH3:39])([CH3:38])[CH3:37])([CH3:34])[CH3:33]. (3) Given the product [Cl:7][C:8]1[C:9]([O:19][CH:20]2[CH2:25][CH2:24][C:23](=[CH2:1])[CH2:22][CH2:21]2)=[CH:10][C:11]([F:18])=[C:12]([CH:17]=1)[C:13]([O:15][CH3:16])=[O:14], predict the reactants needed to synthesize it. The reactants are: [CH3:1]C(C)([O-])C.[K+].[Cl:7][C:8]1[C:9]([O:19][CH:20]2[CH2:25][CH2:24][C:23](=O)[CH2:22][CH2:21]2)=[CH:10][C:11]([F:18])=[C:12]([CH:17]=1)[C:13]([O:15][CH3:16])=[O:14]. (4) Given the product [Cl:1][C:2]1[C:3]([CH3:28])=[C:4]([NH:10][C@@H:11]([C:12]2[O:24][C:16]([C:17]3[CH:22]=[CH:21][CH:20]=[C:19]([F:23])[CH:18]=3)=[N:15][N:14]=2)[C@@H:25]([OH:27])[CH3:26])[CH:5]=[CH:6][C:7]=1[C:8]#[N:9], predict the reactants needed to synthesize it. The reactants are: [Cl:1][C:2]1[C:3]([CH3:28])=[C:4]([NH:10][C@H:11]([C@@H:25]([OH:27])[CH3:26])[C:12]([NH:14][NH:15][C:16](=[O:24])[C:17]2[CH:22]=[CH:21][CH:20]=[C:19]([F:23])[CH:18]=2)=O)[CH:5]=[CH:6][C:7]=1[C:8]#[N:9].C(NP1(N(CC)CC)N(C)CCCN1C)(C)(C)C.C1(C)C=CC(S(Cl)(=O)=O)=CC=1. (5) Given the product [NH2:1][C:2]1[CH:3]=[C:4]([CH:16]=[C:17]([C:19]#[CH:20])[CH:18]=1)[C:5]([NH:7][CH2:8][CH2:9][N:10]1[CH2:15][CH2:14][O:13][CH2:12][CH2:11]1)=[O:6], predict the reactants needed to synthesize it. The reactants are: [NH2:1][C:2]1[CH:3]=[C:4]([CH:16]=[C:17]([C:19]#[C:20][Si](C(C)C)(C(C)C)C(C)C)[CH:18]=1)[C:5]([NH:7][CH2:8][CH2:9][N:10]1[CH2:15][CH2:14][O:13][CH2:12][CH2:11]1)=[O:6].C1COCC1. (6) The reactants are: [O:1]1[CH2:6][CH2:5][N:4]([CH2:7][CH2:8][O:9][C:10]2[CH:15]=[CH:14][C:13]([C:16]3[CH:17]=[CH:18][C:19]([CH2:22][C:23](OC)=[O:24])=[N:20][CH:21]=3)=[CH:12][CH:11]=2)[CH2:3][CH2:2]1.[CH2:27]([NH2:34])[C:28]1[CH:33]=[CH:32][CH:31]=[CH:30][CH:29]=1.C1(C)C=CC=CC=1.CCCCCCC. Given the product [CH:31]1[CH:30]=[CH:29][C:28]([CH2:27][NH:34][C:23]([CH2:22][C:19]2[CH:18]=[CH:17][C:16]([C:13]3[CH:14]=[CH:15][C:10]([O:9][CH2:8][CH2:7][N:4]4[CH2:3][CH2:2][O:1][CH2:6][CH2:5]4)=[CH:11][CH:12]=3)=[CH:21][N:20]=2)=[O:24])=[CH:33][CH:32]=1, predict the reactants needed to synthesize it. (7) The reactants are: Cl.[CH2:2]1[C:10]2[C:5](=[CH:6][CH:7]=[CH:8][CH:9]=2)[CH2:4][CH:3]1[NH2:11].[N:12]1[CH:17]=[CH:16][CH:15]=[CH:14][C:13]=1[C:18](O)=[O:19].O.ON1C2C=CC=CC=2N=N1.CN(C)CCCN=C=NCC. Given the product [CH2:2]1[C:10]2[C:5](=[CH:6][CH:7]=[CH:8][CH:9]=2)[CH2:4][CH:3]1[NH:11][C:18]([C:13]1[CH:14]=[CH:15][CH:16]=[CH:17][N:12]=1)=[O:19], predict the reactants needed to synthesize it.